Task: Regression. Given a peptide amino acid sequence and an MHC pseudo amino acid sequence, predict their binding affinity value. This is MHC class I binding data.. Dataset: Peptide-MHC class I binding affinity with 185,985 pairs from IEDB/IMGT (1) The peptide sequence is NITTLLNET. The MHC is HLA-A02:01 with pseudo-sequence HLA-A02:01. The binding affinity (normalized) is 0.0225. (2) The peptide sequence is MFLARAIVF. The MHC is HLA-A23:01 with pseudo-sequence HLA-A23:01. The binding affinity (normalized) is 0.0877. (3) The peptide sequence is RFHNIRGRW. The MHC is H-2-Kd with pseudo-sequence H-2-Kd. The binding affinity (normalized) is 0. (4) The peptide sequence is NEGRHHLLV. The MHC is HLA-B40:01 with pseudo-sequence HLA-B40:01. The binding affinity (normalized) is 0.302. (5) The peptide sequence is VLFIHPLDA. The MHC is HLA-A02:12 with pseudo-sequence HLA-A02:12. The binding affinity (normalized) is 0.415. (6) The peptide sequence is HTLSIHDGY. The MHC is HLA-A26:01 with pseudo-sequence HLA-A26:01. The binding affinity (normalized) is 0.744.